Dataset: Peptide-MHC class II binding affinity with 134,281 pairs from IEDB. Task: Regression. Given a peptide amino acid sequence and an MHC pseudo amino acid sequence, predict their binding affinity value. This is MHC class II binding data. (1) The peptide sequence is EKKYPAATQFEPLAA. The MHC is HLA-DPA10103-DPB10401 with pseudo-sequence HLA-DPA10103-DPB10401. The binding affinity (normalized) is 0.587. (2) The peptide sequence is QKWDATATELNNALQ. The MHC is DRB1_0405 with pseudo-sequence DRB1_0405. The binding affinity (normalized) is 0.236. (3) The peptide sequence is EMPSEEGYQDYEPEA. The MHC is HLA-DQA10101-DQB10501 with pseudo-sequence HLA-DQA10101-DQB10501. The binding affinity (normalized) is 0.575. (4) The peptide sequence is AGDLGRDELMELASD. The MHC is DRB4_0101 with pseudo-sequence DRB4_0103. The binding affinity (normalized) is 0.0296. (5) The peptide sequence is MHVSFVMAYPEMLAA. The MHC is DRB1_0901 with pseudo-sequence DRB1_0901. The binding affinity (normalized) is 0.632. (6) The peptide sequence is KRWIILGLNKIVRMY. The MHC is DRB1_0701 with pseudo-sequence DRB1_0701. The binding affinity (normalized) is 0.451. (7) The peptide sequence is PRARYGLVHVANNNY. The MHC is DRB1_0405 with pseudo-sequence DRB1_0405. The binding affinity (normalized) is 0.598. (8) The peptide sequence is CYLIRVPDFNELFQL. The MHC is DRB1_0101 with pseudo-sequence DRB1_0101. The binding affinity (normalized) is 0.281. (9) The peptide sequence is NYLALLVKYVNGDGD. The MHC is DRB1_0401 with pseudo-sequence DRB1_0401. The binding affinity (normalized) is 0.155.